Dataset: Forward reaction prediction with 1.9M reactions from USPTO patents (1976-2016). Task: Predict the product of the given reaction. (1) Given the reactants C12(CS(O)(=O)=O)C(C)(C)C(CC1)CC2=O.[N+:16]([C:19]1[CH:24]=[CH:23][C:22]([CH2:25][CH2:26][NH2:27])=[CH:21][CH:20]=1)([O-:18])=[O:17].[C:28]1(=O)[CH2:33][CH2:32][CH2:31][CH2:30][CH2:29]1.Cl[C:36]([N:38]=[C:39]=[O:40])=[O:37], predict the reaction product. The product is: [N+:16]([C:19]1[CH:20]=[CH:21][C:22]([CH2:25][CH2:26][N:27]2[C:33]3[CH2:32][CH2:31][CH2:30][CH2:29][C:28]=3[C:39](=[O:40])[NH:38][C:36]2=[O:37])=[CH:23][CH:24]=1)([O-:18])=[O:17]. (2) Given the reactants C[Al](C)C.[CH:5]1([CH2:8][NH2:9])[CH2:7][CH2:6]1.[CH3:10][C:11]1[CH:20]=[CH:19][C:18]2[C:13](=[CH:14][CH:15]=[CH:16][C:17]=2[CH:21]2[CH2:26][CH2:25][N:24]([CH2:27][CH2:28][C:29]3[CH:38]=[CH:37][CH:36]=[C:35]4[C:30]=3[CH:31]=[CH:32][C:33]3[N:34]4[CH:39]=[N:40][C:41]=3[C:42](OCC)=[O:43])[CH2:23][CH2:22]2)[N:12]=1.[OH-].[Na+].[ClH:49], predict the reaction product. The product is: [ClH:49].[ClH:49].[CH:5]1([CH2:8][NH:9][C:42]([C:41]2[N:40]=[CH:39][N:34]3[C:35]4[C:30](=[C:29]([CH2:28][CH2:27][N:24]5[CH2:23][CH2:22][CH:21]([C:17]6[CH:16]=[CH:15][CH:14]=[C:13]7[C:18]=6[CH:19]=[CH:20][C:11]([CH3:10])=[N:12]7)[CH2:26][CH2:25]5)[CH:38]=[CH:37][CH:36]=4)[CH:31]=[CH:32][C:33]=23)=[O:43])[CH2:7][CH2:6]1. (3) Given the reactants [CH:1]([S:3]([CH3:6])(=[O:5])=[O:4])=[CH2:2].C(N(CC)CC)C.C1(C)C=CC=CC=1P(C1C=CC=CC=1C)C1C=CC=CC=1C.[NH2:36][C:37]1[C:46]2[N:47]=[CH:48][N:49]([CH2:50][C:51]([CH3:54])([OH:53])[CH3:52])[C:45]=2[C:44]2[CH:43]=[CH:42][C:41](Br)=[CH:40][C:39]=2[N:38]=1, predict the reaction product. The product is: [NH2:36][C:37]1[C:46]2[N:47]=[CH:48][N:49]([CH2:50][C:51]([CH3:54])([OH:53])[CH3:52])[C:45]=2[C:44]2[CH:43]=[CH:42][C:41]([CH:2]=[CH:1][S:3]([CH3:6])(=[O:5])=[O:4])=[CH:40][C:39]=2[N:38]=1. (4) The product is: [CH2:1]([O:8][C:9]1[C:14]([C:26]2[CH:27]=[C:28]3[C:33](=[CH:34][CH:35]=2)[N:32]=[C:31]([NH:36][CH:37]([CH2:39][CH2:40][CH2:41][N:42]([CH2:45][CH3:46])[CH2:43][CH3:44])[CH3:38])[N:30]=[CH:29]3)=[C:13]([CH3:24])[CH:12]=[CH:11][N:10]=1)[C:2]1[CH:3]=[CH:4][CH:5]=[CH:6][CH:7]=1. Given the reactants [CH2:1]([O:8][C:9]1[C:14](B2OC(C)(C)C(C)(C)O2)=[C:13]([CH3:24])[CH:12]=[CH:11][N:10]=1)[C:2]1[CH:7]=[CH:6][CH:5]=[CH:4][CH:3]=1.Br[C:26]1[CH:27]=[C:28]2[C:33](=[CH:34][CH:35]=1)[N:32]=[C:31]([NH:36][CH:37]([CH2:39][CH2:40][CH2:41][N:42]([CH2:45][CH3:46])[CH2:43][CH3:44])[CH3:38])[N:30]=[CH:29]2.C(=O)([O-])[O-].[Na+].[Na+], predict the reaction product. (5) Given the reactants [CH3:1][O:2][C:3]1[CH:8]=[CH:7][C:6]([C:9]2[O:13][N:12]=[CH:11][C:10]=2[CH2:14][CH2:15][C:16]([OH:18])=[O:17])=[CH:5][CH:4]=1.S(=O)(=O)(O)O.[CH3:24]O, predict the reaction product. The product is: [CH3:1][O:2][C:3]1[CH:4]=[CH:5][C:6]([C:9]2[O:13][N:12]=[CH:11][C:10]=2[CH2:14][CH2:15][C:16]([O:18][CH3:24])=[O:17])=[CH:7][CH:8]=1. (6) Given the reactants [CH3:1][C:2]1[CH:7]=[CH:6][C:5]([C:8]2[O:12][N:11]=[CH:10][C:9]=2[C:13]([OH:15])=O)=[CH:4][CH:3]=1.[CH2:16]([NH:21][CH2:22][CH2:23][CH:24]([CH3:26])[CH3:25])[CH2:17][CH:18]([CH3:20])[CH3:19], predict the reaction product. The product is: [CH3:25][CH:24]([CH3:26])[CH2:23][CH2:22][N:21]([CH2:16][CH2:17][CH:18]([CH3:20])[CH3:19])[C:13]([C:9]1[CH:10]=[N:11][O:12][C:8]=1[C:5]1[CH:4]=[CH:3][C:2]([CH3:1])=[CH:7][CH:6]=1)=[O:15]. (7) Given the reactants [Cl:1][C:2]1[CH:7]=[CH:6][CH:5]=[CH:4][C:3]=1[C:8]1[C:9]([C:30]2[CH:35]=[CH:34][C:33]([Cl:36])=[CH:32][CH:31]=2)=[CH:10][C:11]2[N:12]([C:14]([CH2:17][C:18]3[C:19]([O:28]C)=[N:20][C:21]([C:24]([F:27])([F:26])[F:25])=[CH:22][CH:23]=3)=[N:15][N:16]=2)[N:13]=1.C([O-])(O)=O.[Na+], predict the reaction product. The product is: [Cl:1][C:2]1[CH:7]=[CH:6][CH:5]=[CH:4][C:3]=1[C:8]1[C:9]([C:30]2[CH:31]=[CH:32][C:33]([Cl:36])=[CH:34][CH:35]=2)=[CH:10][C:11]2[N:12]([C:14]([CH2:17][C:18]3[C:19]([OH:28])=[N:20][C:21]([C:24]([F:26])([F:25])[F:27])=[CH:22][CH:23]=3)=[N:15][N:16]=2)[N:13]=1.